Dataset: NCI-60 drug combinations with 297,098 pairs across 59 cell lines. Task: Regression. Given two drug SMILES strings and cell line genomic features, predict the synergy score measuring deviation from expected non-interaction effect. (1) Drug 2: C1CN1C2=NC(=NC(=N2)N3CC3)N4CC4. Synergy scores: CSS=33.6, Synergy_ZIP=-1.10, Synergy_Bliss=-0.520, Synergy_Loewe=-7.91, Synergy_HSA=0.125. Cell line: A549. Drug 1: CS(=O)(=O)CCNCC1=CC=C(O1)C2=CC3=C(C=C2)N=CN=C3NC4=CC(=C(C=C4)OCC5=CC(=CC=C5)F)Cl. (2) Drug 1: COC1=NC(=NC2=C1N=CN2C3C(C(C(O3)CO)O)O)N. Drug 2: CC=C1C(=O)NC(C(=O)OC2CC(=O)NC(C(=O)NC(CSSCCC=C2)C(=O)N1)C(C)C)C(C)C. Cell line: UACC-257. Synergy scores: CSS=15.1, Synergy_ZIP=1.54, Synergy_Bliss=-0.181, Synergy_Loewe=-53.5, Synergy_HSA=-3.81. (3) Drug 1: C1CN1P(=S)(N2CC2)N3CC3. Drug 2: C1=CN(C(=O)N=C1N)C2C(C(C(O2)CO)O)O.Cl. Cell line: RXF 393. Synergy scores: CSS=5.50, Synergy_ZIP=-3.07, Synergy_Bliss=-2.84, Synergy_Loewe=1.54, Synergy_HSA=-0.497. (4) Drug 1: C1=NC2=C(N1)C(=S)N=CN2. Drug 2: CC(C)NC(=O)C1=CC=C(C=C1)CNNC.Cl. Cell line: EKVX. Synergy scores: CSS=-2.64, Synergy_ZIP=0.747, Synergy_Bliss=0.733, Synergy_Loewe=-4.09, Synergy_HSA=-3.57. (5) Drug 1: CC1=CC2C(CCC3(C2CCC3(C(=O)C)OC(=O)C)C)C4(C1=CC(=O)CC4)C. Drug 2: CC1=C(C=C(C=C1)C(=O)NC2=CC(=CC(=C2)C(F)(F)F)N3C=C(N=C3)C)NC4=NC=CC(=N4)C5=CN=CC=C5. Cell line: SK-MEL-28. Synergy scores: CSS=-5.76, Synergy_ZIP=3.98, Synergy_Bliss=-0.193, Synergy_Loewe=-6.79, Synergy_HSA=-5.15. (6) Drug 1: CCC1(C2=C(COC1=O)C(=O)N3CC4=CC5=C(C=CC(=C5CN(C)C)O)N=C4C3=C2)O.Cl. Drug 2: CC12CCC3C(C1CCC2OP(=O)(O)O)CCC4=C3C=CC(=C4)OC(=O)N(CCCl)CCCl.[Na+]. Cell line: U251. Synergy scores: CSS=36.9, Synergy_ZIP=-0.133, Synergy_Bliss=1.65, Synergy_Loewe=-36.9, Synergy_HSA=-0.231.